From a dataset of Full USPTO retrosynthesis dataset with 1.9M reactions from patents (1976-2016). Predict the reactants needed to synthesize the given product. (1) Given the product [F:9][C:3]1[CH:4]=[C:5]([F:8])[CH:6]=[CH:7][C:2]=1[N:11]([CH3:10])[CH2:12][CH2:13][NH:14][CH3:15], predict the reactants needed to synthesize it. The reactants are: Br[C:2]1[CH:7]=[CH:6][C:5]([F:8])=[CH:4][C:3]=1[F:9].[CH3:10][NH:11][CH2:12][CH2:13][NH:14][CH3:15].O(C(C)(C)C)[Na]. (2) Given the product [OH:17][CH2:16][C@H:15]([NH:14][C:12]([C:8]1[N:4]2[CH:5]=[CH:6][CH:7]=[C:2]([O:1][CH2:29][CH2:30][CH:31]([CH3:33])[CH3:32])[C:3]2=[N:10][C:9]=1[CH3:11])=[O:13])[CH2:18][CH2:19][CH2:20][CH3:21], predict the reactants needed to synthesize it. The reactants are: [OH:1][C:2]1[C:3]2[N:4]([C:8]([C:12]([NH:14][C@H:15]([CH2:18][CH2:19][CH2:20][CH3:21])[CH2:16][OH:17])=[O:13])=[C:9]([CH3:11])[N:10]=2)[CH:5]=[CH:6][CH:7]=1.C(=O)([O-])[O-].[Cs+].[Cs+].I[CH2:29][CH2:30][CH:31]([CH3:33])[CH3:32].CN(C=O)C. (3) Given the product [Cl:22][C:16](=[O:17])[CH2:15][CH2:14][CH2:13][CH2:12][N:11]([CH3:19])[C:9](=[O:10])[O:8][CH2:1][C:2]1[CH:7]=[CH:6][CH:5]=[CH:4][CH:3]=1, predict the reactants needed to synthesize it. The reactants are: [CH2:1]([O:8][C:9]([N:11]([CH3:19])[CH2:12][CH2:13][CH2:14][CH2:15][C:16](O)=[O:17])=[O:10])[C:2]1[CH:7]=[CH:6][CH:5]=[CH:4][CH:3]=1.S(Cl)([Cl:22])=O. (4) Given the product [CH2:1]([N:3]1[CH2:7][CH2:6][CH2:5][C@H:4]1[C:8]([N:10]([CH2:12][C:13]1[CH:18]=[C:17]([F:19])[CH:16]=[CH:15][C:14]=1[S:20]([NH:23][C:24]1[C:33]([C:34]([O:36][CH3:37])=[O:35])=[C:32]2[C:27]([CH:28]3[CH2:38][CH:29]3[CH2:30][O:31]2)=[CH:26][CH:25]=1)(=[O:22])=[O:21])[CH3:11])=[O:9])[CH3:2], predict the reactants needed to synthesize it. The reactants are: [CH2:1]([N:3]1[CH2:7][CH2:6][CH2:5][C@@H:4]1[C:8]([N:10]([CH2:12][C:13]1[CH:18]=[C:17]([F:19])[CH:16]=[CH:15][C:14]=1[S:20]([NH:23][C:24]1[C:33]([C:34]([O:36][CH3:37])=[O:35])=[C:32]2[C:27]([CH:28]3[CH2:38][CH:29]3[CH2:30][O:31]2)=[CH:26][CH:25]=1)(=[O:22])=[O:21])[CH3:11])=[O:9])[CH3:2].FC1C=CC(S(NC2C(C(OC)=O)=C3C(C4CC4CO3)=CC=2)(=O)=O)=C(CNC)C=1.C(N1CCC[C@H]1C(O)=O)C. (5) Given the product [NH2:20][C@H:3]([C:1]#[N:2])[CH2:4][C:5]1[CH:6]=[CH:7][C:8]([C:11]2[CH:16]=[CH:15][C:14]([C:17]#[N:18])=[C:13]([F:19])[CH:12]=2)=[CH:9][CH:10]=1, predict the reactants needed to synthesize it. The reactants are: [C:1]([C@@H:3]([NH:20]C(=O)OC(C)(C)C)[CH2:4][C:5]1[CH:10]=[CH:9][C:8]([C:11]2[CH:16]=[CH:15][C:14]([C:17]#[N:18])=[C:13]([F:19])[CH:12]=2)=[CH:7][CH:6]=1)#[N:2].